This data is from Forward reaction prediction with 1.9M reactions from USPTO patents (1976-2016). The task is: Predict the product of the given reaction. (1) Given the reactants [F:1][C:2]1[CH:7]=[CH:6][C:5]([O:8][C:9](=[O:34])[N:10]([C@H:13]2[C@H:17]([C:18]3[CH:23]=[CH:22][C:21]([Cl:24])=[C:20]([F:25])[CH:19]=3)[CH2:16][N:15]([C:26]([CH:28]3[CH2:33][CH2:32][NH:31][CH2:30][CH2:29]3)=[O:27])[CH2:14]2)[CH2:11][CH3:12])=[CH:4][CH:3]=1.CCN(C(C)C)C(C)C.[S:44](Cl)([CH3:47])(=[O:46])=[O:45], predict the reaction product. The product is: [F:1][C:2]1[CH:7]=[CH:6][C:5]([O:8][C:9](=[O:34])[N:10]([C@H:13]2[C@H:17]([C:18]3[CH:23]=[CH:22][C:21]([Cl:24])=[C:20]([F:25])[CH:19]=3)[CH2:16][N:15]([C:26]([CH:28]3[CH2:33][CH2:32][N:31]([S:44]([CH3:47])(=[O:46])=[O:45])[CH2:30][CH2:29]3)=[O:27])[CH2:14]2)[CH2:11][CH3:12])=[CH:4][CH:3]=1. (2) Given the reactants [CH3:1][O:2][C:3]1[CH:8]=[CH:7][CH:6]=[CH:5][C:4]=1[S:9]([N:12]([CH3:31])[C:13]1[CH:14]=[CH:15][CH:16]=[C:17]2[C:21]=1[NH:20][C:19]([C:22]1[S:23][CH:24]([CH2:27][C:28]([OH:30])=O)[CH2:25][N:26]=1)=[CH:18]2)(=[O:11])=[O:10].[OH:32][CH:33]1[CH2:38][CH2:37][NH:36][CH2:35][CH2:34]1.N1(O)C2C=CC=CC=2N=N1.Cl.CN(C)CCCN=C=NCC, predict the reaction product. The product is: [OH:32][CH:33]1[CH2:38][CH2:37][N:36]([C:28](=[O:30])[CH2:27][CH:24]2[S:23][C:22]([C:19]3[NH:20][C:21]4[C:17]([CH:18]=3)=[CH:16][CH:15]=[CH:14][C:13]=4[N:12]([CH3:31])[S:9]([C:4]3[CH:5]=[CH:6][CH:7]=[CH:8][C:3]=3[O:2][CH3:1])(=[O:11])=[O:10])=[N:26][CH2:25]2)[CH2:35][CH2:34]1.